This data is from Reaction yield outcomes from USPTO patents with 853,638 reactions. The task is: Predict the reaction yield, written as a fraction of the theoretical maximum amount of product (1.0 means a 100% yield; for example, 0.34 means a 34% yield). (1) The reactants are [CH3:1][C:2]1[C:3]([NH:12]C2C=CC=CC=2)=[CH:4][C:5]2[C:10]([CH:11]=1)=[CH:9][CH:8]=[CH:7][CH:6]=2.O.Cl.[NH3:21]. The catalyst is C(Cl)Cl. The product is [CH3:1][C:2]1[CH:11]=[C:10]2[C:5]([CH:6]=[CH:7][CH:8]=[CH:9]2)=[C:4]([C:4]2[C:3]([NH2:12])=[C:2]([CH3:1])[CH:11]=[C:10]3[C:5]=2[CH:6]=[CH:7][CH:8]=[CH:9]3)[C:3]=1[NH2:21]. The yield is 0.240. (2) The reactants are [CH2:1]([NH:8][C:9]1[C:14]2=[C:15]([C:18]3[CH:23]=[CH:22][CH:21]=[CH:20][CH:19]=3)[CH:16]=[CH:17][N:13]2[N:12]=[C:11]([C:24]2[CH:25]=[N:26][CH:27]=[C:28]([CH:31]=2)[CH:29]=[O:30])[N:10]=1)[C:2]1[CH:7]=[CH:6][CH:5]=[CH:4][CH:3]=1.[BH4-].[Na+]. The yield is 0.500. The catalyst is CO.O. The product is [CH2:1]([NH:8][C:9]1[C:14]2=[C:15]([C:18]3[CH:23]=[CH:22][CH:21]=[CH:20][CH:19]=3)[CH:16]=[CH:17][N:13]2[N:12]=[C:11]([C:24]2[CH:31]=[C:28]([CH2:29][OH:30])[CH:27]=[N:26][CH:25]=2)[N:10]=1)[C:2]1[CH:3]=[CH:4][CH:5]=[CH:6][CH:7]=1. (3) The reactants are [CH3:1][C:2]([CH3:29])([CH3:28])[CH2:3][N:4]([CH3:27])[C:5]1[C:10]([N+:11]([O-])=O)=[C:9]([NH:14][C:15]2[CH:20]=[C:19]([C:21]3[NH:25][CH:24]=[N:23][N:22]=3)[CH:18]=[CH:17][C:16]=2[CH3:26])[N:8]=[CH:7][N:6]=1. The catalyst is CO.[Pd]. The product is [CH3:1][C:2]([CH3:29])([CH3:28])[CH2:3][N:4]([CH3:27])[C:5]1[C:10]([NH2:11])=[C:9]([NH:14][C:15]2[CH:20]=[C:19]([C:21]3[NH:25][CH:24]=[N:23][N:22]=3)[CH:18]=[CH:17][C:16]=2[CH3:26])[N:8]=[CH:7][N:6]=1. The yield is 0.250. (4) The reactants are [F:1][C:2]1[C:3]([C:25]2[CH:26]=[N:27][C:28]([O:31][CH3:32])=[N:29][CH:30]=2)=[C:4]2[C:9](=[CH:10][CH:11]=1)[N:8]=[C:7]([C@@H:12]1[CH2:16][C@H:15]([OH:17])[CH2:14][NH:13]1)[N:6]([C:18]1[CH:23]=[CH:22][CH:21]=[CH:20][CH:19]=1)[C:5]2=[O:24].[NH2:33][C:34]1[N:39]=[C:38](Cl)[C:37]([C:41]#[N:42])=[C:36]([CH3:43])[N:35]=1.CCN(C(C)C)C(C)C. The catalyst is CCO. The product is [NH2:33][C:34]1[N:39]=[C:38]([N:13]2[CH2:14][C@@H:15]([OH:17])[CH2:16][C@H:12]2[C:7]2[N:6]([C:18]3[CH:19]=[CH:20][CH:21]=[CH:22][CH:23]=3)[C:5](=[O:24])[C:4]3[C:9](=[CH:10][CH:11]=[C:2]([F:1])[C:3]=3[C:25]3[CH:30]=[N:29][C:28]([O:31][CH3:32])=[N:27][CH:26]=3)[N:8]=2)[C:37]([C:41]#[N:42])=[C:36]([CH3:43])[N:35]=1. The yield is 0.630. (5) The reactants are Br[C:2]1[CH:7]=[CH:6][C:5]([N+:8]([O-:10])=[O:9])=[CH:4][C:3]=1[N:11]([CH2:15][C:16]([CH3:18])=[CH2:17])[C:12](=[O:14])[CH3:13].C([O-])=O.[Na+].C([O-])(=O)C.[Na+]. The catalyst is O.[Cl-].C([N+](CC)(CC)CC)C.CN(C=O)C.C([O-])(=O)C.[Pd+2].C([O-])(=O)C. The product is [CH3:17][C:16]1([CH3:18])[C:2]2[C:3](=[CH:4][C:5]([N+:8]([O-:10])=[O:9])=[CH:6][CH:7]=2)[N:11]([C:12](=[O:14])[CH3:13])[CH2:15]1. The yield is 0.880. (6) The reactants are [CH3:1][O:2][CH2:3][CH2:4][CH2:5][O:6][C:7]1[CH:8]=[C:9]2[C:13](=[C:14]([N:16]([CH3:26])[S:17]([C:20]3[CH:25]=[CH:24][CH:23]=[CH:22][N:21]=3)(=[O:19])=[O:18])[CH:15]=1)[NH:12][C:11]([C:27]([O:29]CC)=[O:28])=[CH:10]2.[OH-].[Na+].C(O)C.Cl. The catalyst is O.O1CCCC1. The product is [CH3:1][O:2][CH2:3][CH2:4][CH2:5][O:6][C:7]1[CH:8]=[C:9]2[C:13](=[C:14]([N:16]([CH3:26])[S:17]([C:20]3[CH:25]=[CH:24][CH:23]=[CH:22][N:21]=3)(=[O:18])=[O:19])[CH:15]=1)[NH:12][C:11]([C:27]([OH:29])=[O:28])=[CH:10]2. The yield is 1.00. (7) The catalyst is CN(C)C(=O)C. The yield is 0.560. The product is [C:21]([O:24][CH:25]([C:26](=[O:27])[NH:17][C:14]1[C:13]([I:18])=[C:9]([C:10]([Cl:12])=[O:11])[C:8]([I:19])=[C:7]([C:5](=[O:6])[N:4]([CH2:1][CH:2]=[CH2:3])[CH3:20])[C:15]=1[I:16])[CH2:29][O:30][C:31](=[O:33])[CH3:32])(=[O:23])[CH3:22]. The reactants are [CH2:1]([N:4]([CH3:20])[C:5]([C:7]1[C:8]([I:19])=[C:9]([C:13]([I:18])=[C:14]([NH2:17])[C:15]=1[I:16])[C:10]([Cl:12])=[O:11])=[O:6])[CH:2]=[CH2:3].[C:21]([O:24][CH:25]([CH2:29][O:30][C:31](=[O:33])[CH3:32])[C:26](Cl)=[O:27])(=[O:23])[CH3:22]. (8) The reactants are [F:1][C:2]1[CH:3]=[C:4]([C@H:10]2[CH2:14][CH2:13][CH2:12][N:11]2[C:15]2[CH:20]=[CH:19][N:18]3[N:21]=[CH:22][C:23]([C:24]([OH:26])=O)=[C:17]3[N:16]=2)[C:5](=[O:9])[N:6]([CH3:8])[CH:7]=1.[CH3:27][C:28]([NH2:31])([CH3:30])[CH3:29]. No catalyst specified. The product is [C:28]([NH:31][C:24]([C:23]1[CH:22]=[N:21][N:18]2[CH:19]=[CH:20][C:15]([N:11]3[CH2:12][CH2:13][CH2:14][C@@H:10]3[C:4]3[C:5](=[O:9])[N:6]([CH3:8])[CH:7]=[C:2]([F:1])[CH:3]=3)=[N:16][C:17]=12)=[O:26])([CH3:30])([CH3:29])[CH3:27]. The yield is 0.750.